From a dataset of Peptide-MHC class I binding affinity with 185,985 pairs from IEDB/IMGT. Regression. Given a peptide amino acid sequence and an MHC pseudo amino acid sequence, predict their binding affinity value. This is MHC class I binding data. (1) The peptide sequence is NIMEFCKAY. The MHC is HLA-A69:01 with pseudo-sequence HLA-A69:01. The binding affinity (normalized) is 0.0847. (2) The peptide sequence is GLNKIVRMY. The MHC is HLA-B53:01 with pseudo-sequence HLA-B53:01. The binding affinity (normalized) is 0. (3) The MHC is HLA-A30:02 with pseudo-sequence HLA-A30:02. The binding affinity (normalized) is 0.621. The peptide sequence is ELSPRWYFYY. (4) The peptide sequence is FLQRTDLSY. The MHC is HLA-B51:01 with pseudo-sequence HLA-B51:01. The binding affinity (normalized) is 0.213.